From a dataset of Reaction yield outcomes from USPTO patents with 853,638 reactions. Predict the reaction yield, written as a fraction of the theoretical maximum amount of product (1.0 means a 100% yield; for example, 0.34 means a 34% yield). (1) The reactants are [CH:1]([C:4]1[CH:9]=[CH:8][C:7]([CH:10]2[C:14]3[C:15]([CH3:30])=[C:16]([NH:22][C:23](=[O:29])[CH2:24][C:25]([CH3:28])([CH3:27])[CH3:26])[C:17]([CH3:21])=[C:18]([O:19]C)[C:13]=3[O:12][CH2:11]2)=[CH:6][CH:5]=1)([CH3:3])[CH3:2]. The catalyst is C(OCC)(=O)C.CCCCCC. The product is [OH:19][C:18]1[C:13]2[O:12][CH2:11][CH:10]([C:7]3[CH:6]=[CH:5][C:4]([CH:1]([CH3:2])[CH3:3])=[CH:9][CH:8]=3)[C:14]=2[C:15]([CH3:30])=[C:16]([NH:22][C:23](=[O:29])[CH2:24][C:25]([CH3:28])([CH3:27])[CH3:26])[C:17]=1[CH3:21]. The yield is 0.780. (2) The reactants are C(OC([N:8]1[CH2:12][CH2:11][CH2:10][C@@H:9]1[C:13]1[N:14]=[N:15][N:16]([C:18]2[CH:23]=[CH:22][CH:21]=[C:20]([C:24]#[N:25])[CH:19]=2)[N:17]=1)=O)(C)(C)C.C(O)(C(F)(F)F)=O. The catalyst is C(Cl)Cl. The product is [NH:8]1[CH2:12][CH2:11][CH2:10][C@@H:9]1[C:13]1[N:14]=[N:15][N:16]([C:18]2[CH:19]=[C:20]([CH:21]=[CH:22][CH:23]=2)[C:24]#[N:25])[N:17]=1. The yield is 0.920. (3) The reactants are Br[C:2]1[C:12]2[O:11][CH2:10][CH2:9][N:8]([C:13]([O:15][C:16]([CH3:19])([CH3:18])[CH3:17])=[O:14])[CH2:7][C:6]=2[CH:5]=[CH:4][CH:3]=1.[CH:20](/B(O)O)=[CH:21]/[CH3:22].C(O)C.C(=O)([O-])[O-].[Na+].[Na+]. The catalyst is C1(C)C=CC=CC=1.C1C=CC([P]([Pd]([P](C2C=CC=CC=2)(C2C=CC=CC=2)C2C=CC=CC=2)([P](C2C=CC=CC=2)(C2C=CC=CC=2)C2C=CC=CC=2)[P](C2C=CC=CC=2)(C2C=CC=CC=2)C2C=CC=CC=2)(C2C=CC=CC=2)C2C=CC=CC=2)=CC=1.O. The product is [CH:20](/[C:2]1[C:12]2[O:11][CH2:10][CH2:9][N:8]([C:13]([O:15][C:16]([CH3:19])([CH3:18])[CH3:17])=[O:14])[CH2:7][C:6]=2[CH:5]=[CH:4][CH:3]=1)=[CH:21]/[CH3:22]. The yield is 0.971. (4) The reactants are [CH3:1][Si:2]([CH3:39])([CH3:38])[CH2:3][CH2:4][O:5][CH2:6][N:7]([CH2:30][O:31][CH2:32][CH2:33][Si:34]([CH3:37])([CH3:36])[CH3:35])[C:8]1[N:13]2[N:14]=[CH:15][CH:16]=[C:12]2[N:11]=[C:10]([CH:17]2[CH2:22][CH2:21][N:20]([C:23]([O:25][C:26]([CH3:29])([CH3:28])[CH3:27])=[O:24])[CH2:19][CH2:18]2)[CH:9]=1.[I:40]N1C(=O)CCC1=O. The catalyst is CN(C=O)C.CCOC(C)=O. The product is [CH3:37][Si:34]([CH3:36])([CH3:35])[CH2:33][CH2:32][O:31][CH2:30][N:7]([CH2:6][O:5][CH2:4][CH2:3][Si:2]([CH3:1])([CH3:38])[CH3:39])[C:8]1[N:13]2[N:14]=[CH:15][C:16]([I:40])=[C:12]2[N:11]=[C:10]([CH:17]2[CH2:22][CH2:21][N:20]([C:23]([O:25][C:26]([CH3:29])([CH3:28])[CH3:27])=[O:24])[CH2:19][CH2:18]2)[CH:9]=1. The yield is 0.750.